Dataset: Forward reaction prediction with 1.9M reactions from USPTO patents (1976-2016). Task: Predict the product of the given reaction. (1) Given the reactants C(O[CH:5]([C:9]1[CH:17]=[CH:16][C:15]([NH:18][C:19]([O:21][C:22]([CH3:25])([CH3:24])[CH3:23])=[O:20])=[C:14]2[C:10]=1[CH2:11][N:12]([CH3:27])[C:13]2=[O:26])[CH2:6][CH:7]=[CH2:8])(=O)C.[Br-].[Br-].[Br-].[In+3].[CH2:32]([Si](C)(C)C)[CH:33]=[CH2:34], predict the reaction product. The product is: [C:22]([O:21][C:19](=[O:20])[NH:18][C:15]1[CH:16]=[CH:17][C:9]([CH:5]([CH2:34][CH:33]=[CH2:32])[CH2:6][CH:7]=[CH2:8])=[C:10]2[C:14]=1[C:13](=[O:26])[N:12]([CH3:27])[CH2:11]2)([CH3:25])([CH3:24])[CH3:23]. (2) Given the reactants [CH3:1][C:2]1[CH:11]=[CH:10][C:5]([C:6]([O:8][CH3:9])=[O:7])=[CH:4][C:3]=1[C:12]1[CH:13]=[C:14]2[C:19](=[CH:20][CH:21]=1)[C:18](=[O:22])[NH:17][CH:16]=[C:15]2[CH3:23].[H-].[Na+].Cl[CH2:27][C:28]1[CH:33]=[CH:32][C:31]([CH2:34]Cl)=[CH:30][CH:29]=1.Cl.[CH3:37][NH:38][CH3:39], predict the reaction product. The product is: [CH3:37][N:38]([CH2:27][C:28]1[CH:33]=[CH:32][C:31]([CH2:34][N:17]2[CH:16]=[C:15]([CH3:23])[C:14]3[C:19](=[CH:20][CH:21]=[C:12]([C:3]4[CH:4]=[C:5]([CH:10]=[CH:11][C:2]=4[CH3:1])[C:6]([O:8][CH3:9])=[O:7])[CH:13]=3)[C:18]2=[O:22])=[CH:30][CH:29]=1)[CH3:39]. (3) The product is: [Cl:1][C:2]1[C:3](/[C:9](=[N:36]/[OH:37])/[CH2:10][C@H:11]([C:19]2[CH:24]=[CH:23][C:22]([C:25]3[CH:30]=[CH:29][C:28]([C:31]([OH:33])=[O:32])=[CH:27][CH:26]=3)=[CH:21][CH:20]=2)[C:12]2[CH:17]=[CH:16][CH:15]=[CH:14][C:13]=2[CH3:18])=[CH:4][C:5]([F:8])=[N:6][CH:7]=1. Given the reactants [Cl:1][C:2]1[C:3]([C:9](=O)[CH2:10][C@H:11]([C:19]2[CH:24]=[CH:23][C:22]([C:25]3[CH:30]=[CH:29][C:28]([C:31]([OH:33])=[O:32])=[CH:27][CH:26]=3)=[CH:21][CH:20]=2)[C:12]2[CH:17]=[CH:16][CH:15]=[CH:14][C:13]=2[CH3:18])=[CH:4][C:5]([F:8])=[N:6][CH:7]=1.Cl.[NH2:36][OH:37].C(=O)([O-])O.[Na+], predict the reaction product. (4) Given the reactants [C:1]1([C:7]2[C:12]([C:13]3[CH:18]=[CH:17][CH:16]=[CH:15][CH:14]=3)=[CH:11][N:10]=[C:9]([NH:19][C@H:20]3[CH2:25][CH2:24][C@H:23]([C:26]([O:28]CC)=[O:27])[CH2:22][CH2:21]3)[N:8]=2)[CH:6]=[CH:5][CH:4]=[CH:3][CH:2]=1.O1CCCC1.[OH-].[Li+].S(=O)(=O)(O)O, predict the reaction product. The product is: [C:1]1([C:7]2[C:12]([C:13]3[CH:18]=[CH:17][CH:16]=[CH:15][CH:14]=3)=[CH:11][N:10]=[C:9]([NH:19][C@H:20]3[CH2:21][CH2:22][C@H:23]([C:26]([OH:28])=[O:27])[CH2:24][CH2:25]3)[N:8]=2)[CH:2]=[CH:3][CH:4]=[CH:5][CH:6]=1. (5) Given the reactants C(OC([NH:8][C:9]([NH:11][C:12](=[O:34])[CH2:13][O:14][CH2:15][C:16]1[N:17]=[C:18]2[CH:23]=[CH:22][CH:21]=[CH:20][N:19]2[C:24]=1[C:25]#[C:26][C:27]1[CH:32]=[CH:31][C:30]([F:33])=[CH:29][CH:28]=1)=[NH:10])=O)(C)(C)C.[ClH:35], predict the reaction product. The product is: [ClH:35].[C:9]([NH:11][C:12](=[O:34])[CH2:13][O:14][CH2:15][C:16]1[N:17]=[C:18]2[CH:23]=[CH:22][CH:21]=[CH:20][N:19]2[C:24]=1[C:25]#[C:26][C:27]1[CH:32]=[CH:31][C:30]([F:33])=[CH:29][CH:28]=1)(=[NH:8])[NH2:10]. (6) Given the reactants Cl[C:2]1[C:7]2=[N:8][N:9]=[CH:10][N:6]2[N:5]=[C:4]([C:11]2[CH:16]=[CH:15][C:14]([Cl:17])=[CH:13][C:12]=2[Cl:18])[N:3]=1.Cl.[NH2:20][C:21]1[C:26]([C:27](=[O:30])[CH2:28][CH3:29])=[CH:25][CH:24]=[C:23]([NH:31][CH2:32][CH2:33][NH2:34])[N:22]=1.C(N(CC)C(C)C)(C)C, predict the reaction product. The product is: [NH2:20][C:21]1[C:26]([C:27](=[O:30])[CH2:28][CH3:29])=[CH:25][CH:24]=[C:23]([NH:31][CH2:32][CH2:33][NH:34][C:2]2[C:7]3=[N:8][N:9]=[CH:10][N:6]3[N:5]=[C:4]([C:11]3[CH:16]=[CH:15][C:14]([Cl:17])=[CH:13][C:12]=3[Cl:18])[N:3]=2)[N:22]=1.